From a dataset of Catalyst prediction with 721,799 reactions and 888 catalyst types from USPTO. Predict which catalyst facilitates the given reaction. (1) Reactant: [F:1][C:2]([F:29])([F:28])[C:3]1[CH:4]=[C:5]([CH:25]=[CH:26][CH:27]=1)[CH2:6][NH:7][C:8](=[O:24])[C:9]1[CH:14]=[CH:13][N:12]=[C:11]([C:15]2[CH:20]=[CH:19][CH:18]=[CH:17][C:16]=2[N+:21]([O-])=O)[CH:10]=1. Product: [F:28][C:2]([F:1])([F:29])[C:3]1[CH:4]=[C:5]([CH:25]=[CH:26][CH:27]=1)[CH2:6][NH:7][C:8](=[O:24])[C:9]1[CH:14]=[CH:13][N:12]=[C:11]([C:15]2[CH:20]=[CH:19][CH:18]=[CH:17][C:16]=2[NH2:21])[CH:10]=1. The catalyst class is: 770. (2) Reactant: [Br:1][C:2]1[CH:7]=[CH:6][C:5]([N:8]2[C:13]3=[N:14][C:15]4[C:16](=[C:17]([CH:22]=[O:23])[CH:18]=[CH:19][C:20]=4[Cl:21])[N:12]3[CH2:11][CH2:10][CH2:9]2)=[C:4]([Cl:24])[CH:3]=1.[CH2:25]([Mg]Br)[CH3:26]. Product: [Br:1][C:2]1[CH:7]=[CH:6][C:5]([N:8]2[C:13]3=[N:14][C:15]4[C:20]([Cl:21])=[CH:19][CH:18]=[C:17]([CH:22]([OH:23])[CH2:25][CH3:26])[C:16]=4[N:12]3[CH2:11][CH2:10][CH2:9]2)=[C:4]([Cl:24])[CH:3]=1. The catalyst class is: 7. (3) Reactant: [ClH:1].O1CCOCC1.[CH3:8][O:9][C:10]1[CH:39]=[CH:38][C:13]([CH2:14][CH2:15][N:16]2[CH2:21][CH2:20][CH2:19][CH2:18][C@@H:17]2[CH2:22][N:23]2[C:29]3[CH:30]=[CH:31][CH:32]=[CH:33][C:28]=3[CH2:27][O:26][C:25]3[CH:34]=[CH:35][CH:36]=[CH:37][C:24]2=3)=[CH:12][CH:11]=1. Product: [ClH:1].[CH3:8][O:9][C:10]1[CH:11]=[CH:12][C:13]([CH2:14][CH2:15][N:16]2[CH2:21][CH2:20][CH2:19][CH2:18][C@@H:17]2[CH2:22][N:23]2[C:29]3[CH:30]=[CH:31][CH:32]=[CH:33][C:28]=3[CH2:27][O:26][C:25]3[CH:34]=[CH:35][CH:36]=[CH:37][C:24]2=3)=[CH:38][CH:39]=1. The catalyst class is: 4. (4) Reactant: [CH3:1][C:2]([C:4]1[CH:9]=[CH:8][C:7]([F:10])=[C:6]([O:11][CH3:12])[CH:5]=1)=[O:3].B(Cl)([C@@H]1[C@H](C)[C@@H]2C(C)(C)[C@@H](C2)C1)[C@@H]1[C@H](C)[C@@H]2C(C)(C)[C@@H](C2)C1. Product: [F:10][C:7]1[CH:8]=[CH:9][C:4]([C@H:2]([OH:3])[CH3:1])=[CH:5][C:6]=1[O:11][CH3:12]. The catalyst class is: 1.